The task is: Predict the reactants needed to synthesize the given product.. This data is from Full USPTO retrosynthesis dataset with 1.9M reactions from patents (1976-2016). (1) Given the product [CH3:14][O:13][CH:3]([O:2][CH3:1])[C:4]1[C:5]([F:12])=[C:6]([CH:7]=[C:8]([O:10][CH3:11])[CH:9]=1)[CH:32]=[O:33], predict the reactants needed to synthesize it. The reactants are: [CH3:1][O:2][CH:3]([O:13][CH3:14])[C:4]1[CH:9]=[C:8]([O:10][CH3:11])[CH:7]=[CH:6][C:5]=1[F:12].CN(CCN(CCN(C)C)C)C.C([Li])CCC.[CH:32](N1CCOCC1)=[O:33]. (2) Given the product [NH3:13].[Cl:3][C:4]1[CH:9]=[C:8]([F:10])[CH:7]=[CH:6][C:5]=1[CH2:11][CH2:12][NH2:13], predict the reactants needed to synthesize it. The reactants are: [BH4-].[Na+].[Cl:3][C:4]1[CH:9]=[C:8]([F:10])[CH:7]=[CH:6][C:5]=1[CH2:11][C:12]#[N:13].